Dataset: Forward reaction prediction with 1.9M reactions from USPTO patents (1976-2016). Task: Predict the product of the given reaction. (1) Given the reactants FC(F)(F)C(O)=O.[F:8][C:9]1[CH:10]=[C:11]([N:21]2[CH2:25][C@H:24]([CH2:26][NH:27][C:28](=[O:30])[CH3:29])[O:23][C:22]2=[O:31])[CH:12]=[CH:13][C:14]=1[N:15]1[CH2:20][CH2:19][NH:18][CH2:17][CH2:16]1.C(N(C(C)C)C(C)C)C.Br[C:42]1[S:46][C:45]([N+:47]([O-:49])=[O:48])=[CH:44][CH:43]=1, predict the reaction product. The product is: [F:8][C:9]1[CH:10]=[C:11]([N:21]2[CH2:25][C@H:24]([CH2:26][NH:27][C:28](=[O:30])[CH3:29])[O:23][C:22]2=[O:31])[CH:12]=[CH:13][C:14]=1[N:15]1[CH2:20][CH2:19][N:18]([C:42]2[S:46][C:45]([N+:47]([O-:49])=[O:48])=[CH:44][CH:43]=2)[CH2:17][CH2:16]1. (2) Given the reactants [F:1][C:2]1[CH:7]=[CH:6][CH:5]=[CH:4][C:3]=1[C@H:8]([NH2:10])[CH3:9].[CH:11]([CH:13]1[CH2:15][CH:14]1[C:16]([O:18][CH2:19][CH3:20])=[O:17])=O.[BH-](OC(C)=O)(OC(C)=O)OC(C)=O.[Na+], predict the reaction product. The product is: [F:1][C:2]1[CH:7]=[CH:6][CH:5]=[CH:4][C:3]=1[C@H:8]([NH:10][CH2:11][CH:13]1[CH2:15][CH:14]1[C:16]([O:18][CH2:19][CH3:20])=[O:17])[CH3:9]. (3) Given the reactants C(OC([NH:8][C@@H:9]([CH2:41][C:42]1[CH:47]=[CH:46][CH:45]=[CH:44][CH:43]=1)[CH2:10][C@@H:11]1[O:15]C(C)(C)[N:13]([C:18]([O:20][CH2:21][C:22]2[CH:27]=[CH:26][CH:25]=[CH:24][CH:23]=2)=[O:19])[C@H:12]1[CH2:28][C:29]1[CH:34]=[CH:33][C:32]([C:35]2[CH:40]=[CH:39][N:38]=[CH:37][CH:36]=2)=[CH:31][CH:30]=1)=O)(C)(C)C.CO.Cl, predict the reaction product. The product is: [NH2:8][C@@H:9]([CH2:41][C:42]1[CH:43]=[CH:44][CH:45]=[CH:46][CH:47]=1)[CH2:10][C@H:11]([OH:15])[C@@H:12]([NH:13][C:18](=[O:19])[O:20][CH2:21][C:22]1[CH:23]=[CH:24][CH:25]=[CH:26][CH:27]=1)[CH2:28][C:29]1[CH:30]=[CH:31][C:32]([C:35]2[CH:40]=[CH:39][N:38]=[CH:37][CH:36]=2)=[CH:33][CH:34]=1. (4) Given the reactants [CH3:1][O:2][C:3]([N:5]1[C@@H:13]2[C@@H:8]([C@@:9]([OH:23])([C:14]#[C:15][C:16]3[CH:17]=[C:18]([CH3:22])[CH:19]=[CH:20][CH:21]=3)[CH2:10][CH2:11][CH2:12]2)[CH2:7][CH2:6]1)=[O:4].[N:24]1([CH2:29][C:30](O)=[O:31])[CH2:28][CH2:27][CH2:26][CH2:25]1, predict the reaction product. The product is: [N:24]1([CH2:29][C:30]([O:23][C@@:9]2([C:14]#[C:15][C:16]3[CH:17]=[C:18]([CH3:22])[CH:19]=[CH:20][CH:21]=3)[CH2:10][CH2:11][CH2:12][C@@H:13]3[C@H:8]2[CH2:7][CH2:6][N:5]3[C:3]([O:2][CH3:1])=[O:4])=[O:31])[CH2:28][CH2:27][CH2:26][CH2:25]1.